Predict the product of the given reaction. From a dataset of Forward reaction prediction with 1.9M reactions from USPTO patents (1976-2016). (1) Given the reactants [Br:1][C:2]1[CH:3]=[CH:4][C:5]([OH:10])=[C:6]([CH:9]=1)[CH:7]=O.[CH3:11][C@@H:12]1[CH2:17][NH:16][CH2:15][C@H:14]([CH3:18])[NH:13]1.C(O[BH-](OC(=O)C)OC(=O)C)(=O)C.[Na+], predict the reaction product. The product is: [Br:1][C:2]1[CH:3]=[CH:4][C:5]([OH:10])=[C:6]([CH2:7][N:16]2[CH2:15][C@@H:14]([CH3:18])[NH:13][C@@H:12]([CH3:11])[CH2:17]2)[CH:9]=1. (2) Given the reactants [Br:1][C:2]1[CH:7]=[CH:6][C:5]([OH:8])=[C:4]([CH:9]([NH:16][CH2:17]C2C=CC(OC)=CC=2)[C:10]2[CH:15]=[CH:14][CH:13]=[CH:12][CH:11]=2)[CH:3]=1.S(S([O-])=O)([O-])(=O)=[O:27].[Na+].[Na+], predict the reaction product. The product is: [Br:1][C:2]1[CH:7]=[CH:6][C:5]2[O:8][C:17](=[O:27])[NH:16][CH:9]([C:10]3[CH:11]=[CH:12][CH:13]=[CH:14][CH:15]=3)[C:4]=2[CH:3]=1. (3) Given the reactants [CH:1]1[C:10]2[C:5](=[CH:6][CH:7]=[CH:8][CH:9]=2)[CH:4]=[CH:3][C:2]=1[Mg]Br.[N:13]12[CH2:20][CH2:19][C:16]([C:21]([O:23]CC)=O)([CH2:17][CH2:18]1)[CH2:15][CH2:14]2, predict the reaction product. The product is: [N:13]12[CH2:14][CH2:15][C:16]([C:21]([C:3]3[CH:2]=[CH:1][C:10]4[C:5](=[CH:6][CH:7]=[CH:8][CH:9]=4)[CH:4]=3)([C:2]3[CH:3]=[CH:4][C:5]4[C:10](=[CH:9][CH:8]=[CH:7][CH:6]=4)[CH:1]=3)[OH:23])([CH2:17][CH2:18]1)[CH2:19][CH2:20]2. (4) Given the reactants [Cl:1][C:2]1[N:10]=[C:9]2[C:5]([N:6]=[C:7]([CH2:12]P(=O)(OC)OC)[N:8]2[CH3:11])=[C:4]([N:19]2[CH2:24][CH2:23][O:22][CH2:21][CH2:20]2)[N:3]=1.[Li+].CC([N-]C(C)C)C.[C:33]([N:40]1[CH2:45][CH2:44][C:43](=O)[CH2:42][CH2:41]1)([O:35][C:36]([CH3:39])([CH3:38])[CH3:37])=[O:34], predict the reaction product. The product is: [Cl:1][C:2]1[N:10]=[C:9]2[C:5]([N:6]=[C:7]([CH:12]=[C:43]3[CH2:44][CH2:45][N:40]([C:33]([O:35][C:36]([CH3:39])([CH3:38])[CH3:37])=[O:34])[CH2:41][CH2:42]3)[N:8]2[CH3:11])=[C:4]([N:19]2[CH2:20][CH2:21][O:22][CH2:23][CH2:24]2)[N:3]=1. (5) Given the reactants Cl[C:2]1[C:7]2[CH:8]=[CH:9][O:10][C:6]=2[C:5]([CH3:11])=[CH:4][N:3]=1.[N:12]1([C:18]([O:20][C:21]([CH3:24])([CH3:23])[CH3:22])=[O:19])[CH2:17][CH2:16][NH:15][CH2:14][CH2:13]1.CC(C)([O-])C.[Na+].C(P(C(C)(C)C)C1C=CC=CC=1C1C=CC=CC=1)(C)(C)C, predict the reaction product. The product is: [CH3:11][C:5]1[C:6]2[O:10][CH:9]=[CH:8][C:7]=2[C:2]([N:15]2[CH2:14][CH2:13][N:12]([C:18]([O:20][C:21]([CH3:24])([CH3:23])[CH3:22])=[O:19])[CH2:17][CH2:16]2)=[N:3][CH:4]=1. (6) Given the reactants BrCCO[Si](C(C)(C)C)(C)C.Cl[CH2:13][C:14]1[CH:21]=[CH:20][C:17]([C:18]#[N:19])=[CH:16][CH:15]=1.[CH3:22][C:23]1[CH:27]=[C:26]([N:28]2[CH2:32][CH2:31][NH:30][C:29]2=[O:33])[S:25][C:24]=1[C:34]([O:36][CH2:37][CH3:38])=[O:35], predict the reaction product. The product is: [C:18]([C:17]1[CH:20]=[CH:21][C:14]([CH2:13][N:30]2[CH2:31][CH2:32][N:28]([C:26]3[S:25][C:24]([C:34]([O:36][CH2:37][CH3:38])=[O:35])=[C:23]([CH3:22])[CH:27]=3)[C:29]2=[O:33])=[CH:15][CH:16]=1)#[N:19]. (7) Given the reactants [CH2:1]([N:12]([CH3:59])[C:13](=[O:58])[O:14][CH2:15][C:16]1[CH:21]=[CH:20][C:19]([NH:22][C:23](=[O:57])[C@@H:24]([NH:32][C:33](=[O:56])[C@@H:34]([NH:38][C:39]([O:41][CH2:42][CH:43]2[C:55]3[CH:54]=[CH:53][CH:52]=[CH:51][C:50]=3[C:49]3[C:44]2=[CH:45][CH:46]=[CH:47][CH:48]=3)=[O:40])[CH:35]([CH3:37])[CH3:36])[CH2:25][CH2:26][CH2:27][NH:28][C:29]([NH2:31])=[O:30])=[CH:18][CH:17]=1)[CH2:2][N:3](C)[C:4](=O)OC(C)(C)C.C(O)(C(F)(F)F)=O, predict the reaction product. The product is: [CH3:59][N:12]([CH2:1][CH2:2][NH:3][CH3:4])[C:13](=[O:58])[O:14][CH2:15][C:16]1[CH:17]=[CH:18][C:19]([NH:22][C:23](=[O:57])[C@@H:24]([NH:32][C:33](=[O:56])[C@@H:34]([NH:38][C:39]([O:41][CH2:42][CH:43]2[C:55]3[CH:54]=[CH:53][CH:52]=[CH:51][C:50]=3[C:49]3[C:44]2=[CH:45][CH:46]=[CH:47][CH:48]=3)=[O:40])[CH:35]([CH3:37])[CH3:36])[CH2:25][CH2:26][CH2:27][NH:28][C:29]([NH2:31])=[O:30])=[CH:20][CH:21]=1.